From a dataset of Reaction yield outcomes from USPTO patents with 853,638 reactions. Predict the reaction yield, written as a fraction of the theoretical maximum amount of product (1.0 means a 100% yield; for example, 0.34 means a 34% yield). The reactants are [Cl-].O[NH3+:3].[C:4](=[O:7])([O-])[OH:5].[Na+].CS(C)=O.[CH3:13][N:14]([CH3:51])[C:15]1[N:16]([C:40]2[CH:41]=[CH:42][C:43]3[O:47][C:46]([CH3:49])([CH3:48])[CH2:45][C:44]=3[CH:50]=2)[C:17](=[O:39])[C:18]([CH2:24][C:25]2[CH:30]=[CH:29][C:28]([C:31]3[C:32]([C:37]#[N:38])=[CH:33][CH:34]=[CH:35][CH:36]=3)=[CH:27][CH:26]=2)=[C:19]([CH2:21][CH2:22][CH3:23])[N:20]=1. The catalyst is O. The product is [CH3:51][N:14]([CH3:13])[C:15]1[N:16]([C:40]2[CH:41]=[CH:42][C:43]3[O:47][C:46]([CH3:49])([CH3:48])[CH2:45][C:44]=3[CH:50]=2)[C:17](=[O:39])[C:18]([CH2:24][C:25]2[CH:26]=[CH:27][C:28]([C:31]3[CH:36]=[CH:35][CH:34]=[CH:33][C:32]=3[C:37]3[NH:3][C:4](=[O:7])[O:5][N:38]=3)=[CH:29][CH:30]=2)=[C:19]([CH2:21][CH2:22][CH3:23])[N:20]=1. The yield is 0.330.